This data is from Full USPTO retrosynthesis dataset with 1.9M reactions from patents (1976-2016). The task is: Predict the reactants needed to synthesize the given product. (1) Given the product [OH:33][C@@:29]([C:24]1[CH:25]=[CH:26][CH:27]=[CH:28][N:23]=1)([CH3:30])[C:31]#[C:32][C:2]1[CH:3]=[CH:4][C:5]2[O:11][CH2:10][CH2:9][N:8]3[C:12]([C:18]([NH:20][CH3:21])=[O:19])=[C:13]([C:15]([NH2:17])=[O:16])[N:14]=[C:7]3[C:6]=2[CH:22]=1, predict the reactants needed to synthesize it. The reactants are: Br[C:2]1[CH:3]=[CH:4][C:5]2[O:11][CH2:10][CH2:9][N:8]3[C:12]([C:18]([NH:20][CH3:21])=[O:19])=[C:13]([C:15]([NH2:17])=[O:16])[N:14]=[C:7]3[C:6]=2[CH:22]=1.[N:23]1[CH:28]=[CH:27][CH:26]=[CH:25][C:24]=1[C@:29]([OH:33])([C:31]#[CH:32])[CH3:30]. (2) Given the product [CH:7]1([CH2:12][C@H:13]([CH2:34][N:35]([CH:44]=[O:45])[O:36][CH2:37][C:38]2[CH:43]=[CH:42][CH:41]=[CH:40][CH:39]=2)[C:14]([N:16]2[C@H:20]([C:21]([NH:57][C:54]3[CH:55]=[CH:56][N:51]=[CH:52][N:53]=3)=[O:22])[CH2:19][CH2:18][N:17]2[C:24]([O:26][CH2:27][C:28]2[CH:33]=[CH:32][CH:31]=[CH:30][CH:29]=2)=[O:25])=[O:15])[CH2:8][CH2:9][CH2:10][CH2:11]1, predict the reactants needed to synthesize it. The reactants are: CN1C=CN=C1.[CH:7]1([CH2:12][C@H:13]([CH2:34][N:35]([CH:44]=[O:45])[O:36][CH2:37][C:38]2[CH:43]=[CH:42][CH:41]=[CH:40][CH:39]=2)[C:14]([N:16]2[C@H:20]([C:21](O)=[O:22])[CH2:19][CH2:18][N:17]2[C:24]([O:26][CH2:27][C:28]2[CH:33]=[CH:32][CH:31]=[CH:30][CH:29]=2)=[O:25])=[O:15])[CH2:11][CH2:10][CH2:9][CH2:8]1.S(Cl)(C)(=O)=O.[N:51]1[CH:56]=[CH:55][C:54]([NH2:57])=[N:53][CH:52]=1. (3) Given the product [CH:1]12[CH2:7][CH:4]([CH2:5][CH2:6]1)[CH2:3][C@@H:2]2[NH:8][C:9]1[S:10][C:11]([CH3:22])([CH2:15][CH:16]2[CH2:21][CH2:20][N:19]([S:24]([CH3:23])(=[O:26])=[O:25])[CH2:18][CH2:17]2)[C:12](=[O:14])[N:13]=1, predict the reactants needed to synthesize it. The reactants are: [CH:1]12[CH2:7][CH:4]([CH2:5][CH2:6]1)[CH2:3][C@@H:2]2[NH:8][C:9]1[S:10][C:11]([CH3:22])([CH2:15][CH:16]2[CH2:21][CH2:20][NH:19][CH2:18][CH2:17]2)[C:12](=[O:14])[N:13]=1.[CH3:23][S:24](Cl)(=[O:26])=[O:25].C(N(CC)CC)C.O. (4) The reactants are: [NH2:1][C:2]1[CH:21]=[CH:20][CH:19]=[CH:18][C:3]=1[O:4][CH2:5][C@H:6]([NH:10][C:11]([O:13][C:14]([CH3:17])([CH3:16])[CH3:15])=[O:12])[C:7](O)=[O:8].CCN(C(C)C)C(C)C.CN(C(ON1N=NC2C=CC=NC1=2)=[N+](C)C)C.F[P-](F)(F)(F)(F)F. Given the product [C:14]([O:13][C:11](=[O:12])[NH:10][C@H:6]1[CH2:5][O:4][C:3]2[CH:18]=[CH:19][CH:20]=[CH:21][C:2]=2[NH:1][C:7]1=[O:8])([CH3:17])([CH3:16])[CH3:15], predict the reactants needed to synthesize it. (5) Given the product [CH:40]([NH:37][C:38]([N:1]1[CH2:6][CH2:5][CH:4]([NH:7][S:8]([C:11]2[C:20]3[C:15](=[CH:16][CH:17]=[CH:18][CH:19]=3)[C:14]([NH:21][C:22](=[O:29])[C:23]3[CH:24]=[CH:25][CH:26]=[CH:27][CH:28]=3)=[CH:13][CH:12]=2)(=[O:10])=[O:9])[CH2:3][CH2:2]1)=[O:39])([CH3:42])[CH3:41], predict the reactants needed to synthesize it. The reactants are: [NH:1]1[CH2:6][CH2:5][CH:4]([NH:7][S:8]([C:11]2[C:20]3[C:15](=[CH:16][CH:17]=[CH:18][CH:19]=3)[C:14]([NH:21][C:22](=[O:29])[C:23]3[CH:28]=[CH:27][CH:26]=[CH:25][CH:24]=3)=[CH:13][CH:12]=2)(=[O:10])=[O:9])[CH2:3][CH2:2]1.CCN(CC)CC.[N:37]([CH:40]([CH3:42])[CH3:41])=[C:38]=[O:39]. (6) The reactants are: [OH:1][NH:2][C:3]([C:5]1[C:9]([NH:10][CH2:11][CH2:12][NH:13][S:14]([CH3:17])(=[O:16])=[O:15])=[N:8][O:7][N:6]=1)=[NH:4].[F:18][C:19]([F:28])([F:27])[C:20]1[CH:21]=[C:22]([CH:24]=[CH:25][CH:26]=1)N. Given the product [OH:1][N:2]=[C:3]([C:5]1[C:9]([NH:10][CH2:11][CH2:12][NH:13][S:14]([CH3:17])(=[O:16])=[O:15])=[N:8][O:7][N:6]=1)[NH:4][C:25]1[CH:24]=[CH:22][CH:21]=[C:20]([C:19]([F:28])([F:27])[F:18])[CH:26]=1, predict the reactants needed to synthesize it. (7) Given the product [CH2:47]([O:46][C@H:27]1[C@H:28]([O:38][CH2:39][C:40]2[CH:41]=[CH:42][CH:43]=[CH:44][CH:45]=2)[C@@H:29]([O:30][CH2:31][C:32]2[CH:33]=[CH:34][CH:35]=[CH:36][CH:37]=2)[C@H:24]([C:9]2[CH:10]=[C:11]([CH2:14][C:15]3[CH:16]=[CH:17][C:18]([O:21][CH2:22][CH3:23])=[CH:19][CH:20]=3)[C:12]([Cl:13])=[C:2]([Br:1])[C:3]=2[O:4][CH2:5][CH2:6][CH2:82][Cl:86])[O:25][C@@H:26]1[CH2:54][O:55][CH2:56][C:57]1[CH:58]=[CH:59][CH:60]=[CH:61][CH:62]=1)[C:48]1[CH:53]=[CH:52][CH:51]=[CH:50][CH:49]=1, predict the reactants needed to synthesize it. The reactants are: [Br:1][C:2]1[C:12]([Cl:13])=[C:11]([CH2:14][C:15]2[CH:20]=[CH:19][C:18]([O:21][CH2:22][CH3:23])=[CH:17][CH:16]=2)[CH:10]=[C:9]([C@H:24]2[C@H:29]([O:30][CH2:31][C:32]3[CH:37]=[CH:36][CH:35]=[CH:34][CH:33]=3)[C@@H:28]([O:38][CH2:39][C:40]3[CH:45]=[CH:44][CH:43]=[CH:42][CH:41]=3)[C@H:27]([O:46][CH2:47][C:48]3[CH:53]=[CH:52][CH:51]=[CH:50][CH:49]=3)[C@@H:26]([CH2:54][O:55][CH2:56][C:57]3[CH:62]=[CH:61][CH:60]=[CH:59][CH:58]=3)[O:25]2)[C:3]=1[O:4][CH2:5][CH2:6]CO.C1(P(C2C=CC=CC=2)C2C=CC=CC=2)C=CC=CC=1.[C:82]([Cl:86])(Cl)(Cl)Cl. (8) Given the product [CH3:1][C:2]1[C:11]2[C:6](=[CH:7][CH:8]=[CH:9][CH:10]=2)[N:5]=[C:4]([CH2:12][N:13]2[C:22](=[O:23])[C:21]3[N:20]([CH2:24][C:25]#[C:26][CH3:27])[C:19]([N:47]4[CH2:48][CH2:49][CH2:50][C@@H:45]([N:44]5[C:43](=[O:51])[C:42]6=[CH:52][CH:53]=[CH:54][CH:55]=[C:41]6[C:40]5=[O:56])[CH2:46]4)=[N:18][C:17]=3[N:16]([CH3:29])[C:14]2=[O:15])[N:3]=1, predict the reactants needed to synthesize it. The reactants are: [CH3:1][C:2]1[C:11]2[C:6](=[CH:7][CH:8]=[CH:9][CH:10]=2)[N:5]=[C:4]([CH2:12][N:13]2[C:22](=[O:23])[C:21]3[N:20]([CH2:24][C:25]#[C:26][CH3:27])[C:19](Br)=[N:18][C:17]=3[N:16]([CH3:29])[C:14]2=[O:15])[N:3]=1.C([C@H]([C@@H](C(O)=O)O)O)(O)=O.[C:40]1(=[O:56])[N:44]([CH:45]2[CH2:50][CH2:49][CH2:48][NH:47][CH2:46]2)[C:43](=[O:51])[C:42]2=[CH:52][CH:53]=[CH:54][CH:55]=[C:41]12.C(N(C(C)C)CC)(C)C. (9) The reactants are: [Si:1]([O:8][CH2:9][C@:10]1([C:24]([O:26][C:27]([CH3:30])([CH3:29])[CH3:28])=[O:25])[CH2:14][C:13](=[O:15])[N:12]([C@@H:16]([C:18]2[CH:23]=[CH:22][CH:21]=[CH:20][CH:19]=2)[CH3:17])[CH2:11]1)([C:4]([CH3:7])([CH3:6])[CH3:5])([CH3:3])[CH3:2].IC.[CH3:33][Si]([N-][Si](C)(C)C)(C)C.[Li+].[Cl-].[NH4+]. Given the product [Si:1]([O:8][CH2:9][C@:10]1([C:24]([O:26][C:27]([CH3:29])([CH3:28])[CH3:30])=[O:25])[CH:14]([CH3:33])[C:13](=[O:15])[N:12]([C@@H:16]([C:18]2[CH:19]=[CH:20][CH:21]=[CH:22][CH:23]=2)[CH3:17])[CH2:11]1)([C:4]([CH3:7])([CH3:5])[CH3:6])([CH3:3])[CH3:2], predict the reactants needed to synthesize it.